From a dataset of Peptide-MHC class I binding affinity with 185,985 pairs from IEDB/IMGT. Regression. Given a peptide amino acid sequence and an MHC pseudo amino acid sequence, predict their binding affinity value. This is MHC class I binding data. (1) The peptide sequence is IQLDEKSSI. The MHC is HLA-A01:01 with pseudo-sequence HLA-A01:01. The binding affinity (normalized) is 0. (2) The peptide sequence is QDIENMEKI. The MHC is H-2-Db with pseudo-sequence H-2-Db. The binding affinity (normalized) is 0.213. (3) The peptide sequence is IFISFYLINK. The MHC is HLA-A68:01 with pseudo-sequence HLA-A68:01. The binding affinity (normalized) is 0.455. (4) The peptide sequence is SPKFTTSLSL. The MHC is HLA-B54:01 with pseudo-sequence HLA-B54:01. The binding affinity (normalized) is 0.0510. (5) The peptide sequence is ISFYADPKRFF. The MHC is Mamu-A01 with pseudo-sequence Mamu-A01. The binding affinity (normalized) is 0.727. (6) The peptide sequence is SARRHRILDIYL. The MHC is HLA-B27:05 with pseudo-sequence HLA-B27:05. The binding affinity (normalized) is 0.452. (7) The binding affinity (normalized) is 0.397. The peptide sequence is KSQVLQQSTY. The MHC is HLA-A01:01 with pseudo-sequence HLA-A01:01. (8) The peptide sequence is TPETLGHEI. The MHC is HLA-B54:01 with pseudo-sequence HLA-B54:01. The binding affinity (normalized) is 0.0966. (9) The peptide sequence is IVTRIVELL. The MHC is HLA-A68:01 with pseudo-sequence HLA-A68:01. The binding affinity (normalized) is 0.331. (10) The peptide sequence is LNWFEIWIV. The MHC is SLA-30401 with pseudo-sequence SLA-30401. The binding affinity (normalized) is 0.336.